This data is from Forward reaction prediction with 1.9M reactions from USPTO patents (1976-2016). The task is: Predict the product of the given reaction. (1) Given the reactants [Br-].[Br-].[Br-].[Al+3].[C:5](Cl)(=[O:7])[CH3:6].[CH3:9][O:10][C:11]1[CH:12]=[C:13]([CH2:17][C:18]([OH:20])=[O:19])[CH:14]=[CH:15][CH:16]=1, predict the reaction product. The product is: [C:5]([C:14]1[CH:15]=[CH:16][C:11]([O:10][CH3:9])=[CH:12][C:13]=1[CH2:17][C:18]([OH:20])=[O:19])(=[O:7])[CH3:6]. (2) Given the reactants [C:1]([NH:8][C:9]1[CH:14]=[CH:13][C:12]([NH2:15])=[CH:11][CH:10]=1)([O:3]C(C)(C)C)=O.C(N(CC)CC)C.[F:23][C:24]1[CH:32]=[C:31]([F:33])[CH:30]=[CH:29][C:25]=1C(Cl)=O, predict the reaction product. The product is: [NH2:15][C:12]1[CH:11]=[CH:10][C:9]([NH:8][C:1](=[O:3])[C:30]2[CH:29]=[CH:25][C:24]([F:23])=[CH:32][C:31]=2[F:33])=[CH:14][CH:13]=1. (3) Given the reactants [Br:1][C:2]1[CH:26]=[CH:25][C:24]([I:27])=[CH:23][C:3]=1[C:4]([C:6]1[CH:7]=[CH:8][C:9]2[O:14][CH2:13][C:12](=O)[N:11]([C:16](=[O:21])[C:17]([F:20])([F:19])[F:18])[C:10]=2[CH:22]=1)=O.C([SiH](CC)CC)C.B(F)(F)F, predict the reaction product. The product is: [Br:1][C:2]1[CH:26]=[CH:25][C:24]([I:27])=[CH:23][C:3]=1[CH2:4][C:6]1[CH:7]=[CH:8][C:9]2[O:14][CH2:13][CH2:12][N:11]([C:16](=[O:21])[C:17]([F:19])([F:20])[F:18])[C:10]=2[CH:22]=1. (4) Given the reactants [F:1][C:2]1[CH:3]=[C:4]([OH:13])[CH:5]=[CH:6][C:7]=1[N:8]1[CH:12]=[CH:11][CH:10]=[N:9]1.[Cl:14]N1C(=O)CCC1=O, predict the reaction product. The product is: [Cl:14][C:11]1[CH:10]=[N:9][N:8]([C:7]2[CH:6]=[CH:5][C:4]([OH:13])=[CH:3][C:2]=2[F:1])[CH:12]=1.